This data is from CYP2D6 inhibition data for predicting drug metabolism from PubChem BioAssay. The task is: Regression/Classification. Given a drug SMILES string, predict its absorption, distribution, metabolism, or excretion properties. Task type varies by dataset: regression for continuous measurements (e.g., permeability, clearance, half-life) or binary classification for categorical outcomes (e.g., BBB penetration, CYP inhibition). Dataset: cyp2d6_veith. (1) The drug is O=C1[C@H]2CC[C@H]3/C(=N\OC[C@@H](O)COCc4ccco4)C[C@@H](O)[C@@H](O)[C@@H]3[C@@H]2C(=O)N1C1CCCCC1. The result is 0 (non-inhibitor). (2) The compound is O=C(CN(Cc1ccccc1Cl)C(=O)c1ccc(CN2CCOCC2)o1)NCC1CCCO1. The result is 1 (inhibitor). (3) The drug is O=c1c(CCc2ccccc2)nc2cnc(Nc3ccccc3)nc2n1Cc1cccs1. The result is 0 (non-inhibitor).